This data is from Choline transporter screen with 302,306 compounds. The task is: Binary Classification. Given a drug SMILES string, predict its activity (active/inactive) in a high-throughput screening assay against a specified biological target. (1) The molecule is O=C(N1CCN(CC1)c1c(OC)cccc1)C(=O)c1c2c([nH]c1C)cccc2. The result is 0 (inactive). (2) The compound is Brc1cc([N+]([O-])=O)c(NC(=O)CN2CCN(CC2)C)cc1. The result is 0 (inactive). (3) The compound is Clc1cc(C(O)CNC(C)(C)C)cc(Cl)c1N. The result is 1 (active). (4) The compound is O=C(C1CCCN(C1)Cc1onc(n1)c1nccnc1)c1ccccc1. The result is 0 (inactive). (5) The molecule is S(=O)(=O)(NCC1CCN(CC1)c1ccc(S(=O)(=O)N2CCOCC2)cc1)c1ccc(F)cc1. The result is 0 (inactive). (6) The molecule is O(CC(=O)N1C(Cc2c1cccc2)C)C(=O)c1nn(c(=O)c2c1cccc2)CC. The result is 0 (inactive). (7) The drug is Clc1ccc(NC(=O)C(CCCC)CC)nc1. The result is 0 (inactive). (8) The drug is S(=O)(=O)(Nc1cc2OCCOc2cc1)c1c(c(NS(=O)(=O)C)c(cc1)C)C. The result is 0 (inactive). (9) The molecule is S(=O)(=O)(N(CC(=O)N1CCc2c1cccc2)c1ccc(C(C)C)cc1)c1c(n(nc1C)C)C. The result is 0 (inactive).